From a dataset of Full USPTO retrosynthesis dataset with 1.9M reactions from patents (1976-2016). Predict the reactants needed to synthesize the given product. (1) The reactants are: [Cl:1][C:2]1[CH:7]=[C:6]([Cl:8])[CH:5]=[CH:4][C:3]=1[N:9]1[C:14]2=[N:15][C:16]3[C:17](=[C:18]([C:22](OC)=[O:23])[CH:19]=[CH:20][CH:21]=3)[N:13]2[CH2:12][CH2:11][CH2:10]1.[H-].[Al+3].[Li+].[H-].[H-].[H-].[Cl-].[NH4+]. Given the product [Cl:1][C:2]1[CH:7]=[C:6]([Cl:8])[CH:5]=[CH:4][C:3]=1[N:9]1[C:14]2=[N:15][C:16]3[CH:21]=[CH:20][CH:19]=[C:18]([CH2:22][OH:23])[C:17]=3[N:13]2[CH2:12][CH2:11][CH2:10]1, predict the reactants needed to synthesize it. (2) Given the product [CH3:24][O:25][C:26](=[O:27])[C:28]1[CH:33]=[CH:32][C:31]([C:20]2[CH:21]=[CH:22][C:16]3[O:15][CH:14]([CH:11]4[CH2:10][CH2:9][NH:8][CH2:13][CH2:12]4)[CH2:18][C:17]=3[CH:19]=2)=[CH:30][CH:29]=1, predict the reactants needed to synthesize it. The reactants are: C(OC([N:8]1[CH2:13][CH2:12][CH:11]([CH:14]2[CH2:18][C:17]3[CH:19]=[C:20](Br)[CH:21]=[CH:22][C:16]=3[O:15]2)[CH2:10][CH2:9]1)=O)(C)(C)C.[CH3:24][O:25][C:26]([C:28]1[CH:33]=[CH:32][C:31](B(O)O)=[CH:30][CH:29]=1)=[O:27].C([O-])([O-])=O.[Na+].[Na+]. (3) The reactants are: [NH2:1][C:2]1[N:10]=[C:9]([F:11])[N:8]=[C:7]2[C:3]=1[N:4]=[C:5]([CH2:21][C:22]1[C:30]([I:31])=[CH:29][C:25]3[O:26][CH2:27][O:28][C:24]=3[CH:23]=1)[N:6]2[CH2:12][CH2:13][N:14]([CH:18]([CH3:20])[CH3:19])[CH2:15][CH2:16][OH:17].Cl[S:33]([NH2:36])(=[O:35])=[O:34].C([O-])([O-])=O.[Ca+2]. Given the product [NH2:1][C:2]1[N:10]=[C:9]([F:11])[N:8]=[C:7]2[C:3]=1[N:4]=[C:5]([CH2:21][C:22]1[C:30]([I:31])=[CH:29][C:25]3[O:26][CH2:27][O:28][C:24]=3[CH:23]=1)[N:6]2[CH2:12][CH2:13][N:14]([CH:18]([CH3:20])[CH3:19])[CH2:15][CH2:16][O:17][S:33](=[O:35])(=[O:34])[NH2:36], predict the reactants needed to synthesize it. (4) The reactants are: F[C:2]1[CH:9]=[CH:8][C:5]([C:6]#[N:7])=[CH:4][CH:3]=1.[OH:10][C:11]1[CH:18]=[CH:17][C:14]([CH:15]=[O:16])=[CH:13][CH:12]=1.C(=O)([O-])[O-].[K+].[K+]. Given the product [CH:15]([C:14]1[CH:17]=[CH:18][C:11]([O:10][C:2]2[CH:9]=[CH:8][C:5]([C:6]#[N:7])=[CH:4][CH:3]=2)=[CH:12][CH:13]=1)=[O:16], predict the reactants needed to synthesize it. (5) Given the product [CH2:1]([O:8][C:9]([N:10]1[CH2:25][CH2:24][N:13]([C:14]([CH3:15])([CH3:17])[CH3:16])[C:12](=[O:29])[CH2:11]1)=[O:18])[C:2]1[CH:7]=[CH:6][CH:5]=[CH:4][CH:3]=1, predict the reactants needed to synthesize it. The reactants are: [CH2:1]([O:8][C:9](=[O:18])[NH:10][CH2:11][CH2:12][NH:13][C:14]([CH3:17])([CH3:16])[CH3:15])[C:2]1[CH:7]=[CH:6][CH:5]=[CH:4][CH:3]=1.C(N([CH2:24][CH3:25])CC)C.ClCC(Cl)=[O:29].[H-].[Na+]. (6) Given the product [Cl:1][C:2]1[CH:7]=[CH:6][C:5]([Cl:8])=[CH:4][C:3]=1[O:9][CH:10]([C:15]1[CH:20]=[CH:19][CH:18]=[CH:17][CH:16]=1)[CH2:11][CH2:12][CH2:13][N:31]1[CH2:30][CH2:29][N:28]([C:26]([O:25][C:21]([CH3:24])([CH3:23])[CH3:22])=[O:27])[CH2:33][CH2:32]1, predict the reactants needed to synthesize it. The reactants are: [Cl:1][C:2]1[CH:7]=[CH:6][C:5]([Cl:8])=[CH:4][C:3]=1[O:9][CH:10]([C:15]1[CH:20]=[CH:19][CH:18]=[CH:17][CH:16]=1)[CH2:11][CH2:12][CH2:13]Cl.[C:21]([O:25][C:26]([N:28]1[CH2:33][CH2:32][NH:31][CH2:30][CH2:29]1)=[O:27])([CH3:24])([CH3:23])[CH3:22].[I-].[K+].O. (7) Given the product [CH2:1]([NH:8][C:9]1[C:18]2[CH:17]=[N:16][CH:15]=[N:14][C:13]=2[N:12]([O:19][CH2:20][C:21]2[CH:22]=[CH:23][CH:24]=[CH:25][CH:26]=2)[C:11](=[O:27])[CH:10]=1)[C:2]1[CH:7]=[CH:6][CH:5]=[CH:4][CH:3]=1, predict the reactants needed to synthesize it. The reactants are: [CH2:1]([NH:8][C:9]1[C:18]2[CH:17]=[N:16][CH:15]=[N:14][C:13]=2[N:12]([O:19][CH2:20][C:21]2[CH:26]=[CH:25][CH:24]=[CH:23][CH:22]=2)[C:11](=[O:27])[C:10]=1C(OCC)=O)[C:2]1[CH:7]=[CH:6][CH:5]=[CH:4][CH:3]=1.[OH-].[Na+]. (8) Given the product [Cl:33][C:28]1[CH:29]=[CH:30][CH:31]=[CH:32][C:27]=1[C:17](=[O:1])[C:18]([C:20]1[CH:21]=[CH:22][C:23]([Cl:26])=[CH:24][CH:25]=1)=[CH:19][N:47]([CH3:48])[CH3:46], predict the reactants needed to synthesize it. The reactants are: [O:1]=P(Cl)(Cl)Cl.C(C1N=C(N)C2[CH:19]=[C:18]([C:20]3[CH:25]=[CH:24][C:23]([Cl:26])=[CH:22][CH:21]=3)[C:17]([C:27]3[CH:32]=[CH:31][CH:30]=[CH:29][C:28]=3[Cl:33])=NC=2N=1)(C)(C)C.Cl.CC(C)(C)C(=N)N.C1CCN2[C:46](=[N:47][CH2:48]CC2)CC1. (9) Given the product [C:1]([O:5][C:6]([N:8]1[CH2:13][CH2:12][C@H:11]([C:14]2[CH:15]=[C:16]([C:20]3[CH:25]=[CH:24][CH:23]=[C:22]([C:26]([OH:28])=[O:27])[CH:21]=3)[CH:17]=[CH:18][CH:19]=2)[C@@H:10]([O:31][CH2:32][C:33]2[CH:42]=[CH:41][C:40]3[C:35](=[CH:36][CH:37]=[CH:38][CH:39]=3)[CH:34]=2)[CH2:9]1)=[O:7])([CH3:4])([CH3:2])[CH3:3], predict the reactants needed to synthesize it. The reactants are: [C:1]([O:5][C:6]([N:8]1[CH2:13][CH2:12][C@H:11]([C:14]2[CH:15]=[C:16]([C:20]3[CH:25]=[CH:24][CH:23]=[C:22]([C:26]([O:28]CC)=[O:27])[CH:21]=3)[CH:17]=[CH:18][CH:19]=2)[C@@H:10]([O:31][CH2:32][C:33]2[CH:42]=[CH:41][C:40]3[C:35](=[CH:36][CH:37]=[CH:38][CH:39]=3)[CH:34]=2)[CH2:9]1)=[O:7])([CH3:4])([CH3:3])[CH3:2].[OH-].[Na+]. (10) Given the product [F:20][C:3]([F:2])([F:19])[C:4]1[C:12]2[N:11]=[C:10]([CH2:13][NH:14][C:26]([NH:25][C:21]([CH3:24])([CH3:23])[CH3:22])=[O:27])[NH:9][C:8]=2[CH:7]=[C:6]([C:15]([F:16])([F:17])[F:18])[CH:5]=1, predict the reactants needed to synthesize it. The reactants are: Cl.[F:2][C:3]([F:20])([F:19])[C:4]1[C:12]2[N:11]=[C:10]([CH2:13][NH2:14])[NH:9][C:8]=2[CH:7]=[C:6]([C:15]([F:18])([F:17])[F:16])[CH:5]=1.[C:21]([N:25]=[C:26]=[O:27])([CH3:24])([CH3:23])[CH3:22].